From a dataset of Full USPTO retrosynthesis dataset with 1.9M reactions from patents (1976-2016). Predict the reactants needed to synthesize the given product. (1) Given the product [F:1][C:2]1[CH:3]=[C:4]2[C:5]([C:8]([OH:10])=[CH:9][C:14](=[O:16])[O:11]2)=[CH:6][CH:7]=1, predict the reactants needed to synthesize it. The reactants are: [F:1][C:2]1[CH:7]=[CH:6][C:5]([C:8](=[O:10])[CH3:9])=[C:4]([OH:11])[CH:3]=1.[H-].[Na+].[CH2:14]([O:16]C(=O)OCC)C.Cl. (2) Given the product [CH:13]([C:16]1[NH:17][C:18]([C:34]2[CH:39]=[CH:38][CH:37]=[C:36]([CH3:40])[N:35]=2)=[C:19]([C:21]2[CH:22]=[C:23]([C:27]3[CH:32]=[CH:31][C:30]([NH:33][S:9]([CH2:7][CH3:8])(=[O:11])=[O:10])=[CH:29][CH:28]=3)[CH:24]=[CH:25][CH:26]=2)[N:20]=1)([CH3:15])[CH3:14], predict the reactants needed to synthesize it. The reactants are: N1C=CC=CC=1.[CH2:7]([S:9](Cl)(=[O:11])=[O:10])[CH3:8].[CH:13]([C:16]1[NH:17][C:18]([C:34]2[CH:39]=[CH:38][CH:37]=[C:36]([CH3:40])[N:35]=2)=[C:19]([C:21]2[CH:22]=[C:23]([C:27]3[CH:32]=[CH:31][C:30]([NH2:33])=[CH:29][CH:28]=3)[CH:24]=[CH:25][CH:26]=2)[N:20]=1)([CH3:15])[CH3:14].C(=O)(O)[O-].[Na+].